Dataset: Forward reaction prediction with 1.9M reactions from USPTO patents (1976-2016). Task: Predict the product of the given reaction. (1) Given the reactants [CH:1]1([C:4]2[CH:5]=[C:6]([CH3:36])[C:7](=[O:35])[N:8]([CH2:20][CH2:21][C:22]3[CH:34]=[CH:33][C:25]([C:26]([O:28]C(C)(C)C)=[O:27])=[CH:24][CH:23]=3)[C:9]=2[CH2:10][N:11]2[CH2:15][CH2:14][CH2:13][C@@H:12]2[CH2:16][CH:17]([CH3:19])[CH3:18])[CH2:3][CH2:2]1.FC(F)(F)C(O)=O, predict the reaction product. The product is: [CH:1]1([C:4]2[CH:5]=[C:6]([CH3:36])[C:7](=[O:35])[N:8]([CH2:20][CH2:21][C:22]3[CH:23]=[CH:24][C:25]([C:26]([OH:28])=[O:27])=[CH:33][CH:34]=3)[C:9]=2[CH2:10][N:11]2[CH2:15][CH2:14][CH2:13][C@@H:12]2[CH2:16][CH:17]([CH3:18])[CH3:19])[CH2:2][CH2:3]1. (2) Given the reactants [Br:1][C:2]1[NH:11][C:5]2[N:6]=[CH:7][N:8]=[C:9](Cl)[C:4]=2[CH:3]=1.[OH:12][C:13]1[CH:14]=[C:15]([CH:17]=[CH:18][C:19]=1[CH3:20])[NH2:16].C(N(C(C)C)CC)(C)C, predict the reaction product. The product is: [Br:1][C:2]1[NH:11][C:5]2[N:6]=[CH:7][N:8]=[C:9]([NH:16][C:15]3[CH:17]=[CH:18][C:19]([CH3:20])=[C:13]([OH:12])[CH:14]=3)[C:4]=2[CH:3]=1. (3) Given the reactants [OH:1][C@@H:2]1[C@@H:19]([N:20]2[CH2:25][CH2:24][NH:23][CH2:22][CH2:21]2)[CH2:18][C@@:17]2([CH3:26])[CH:4]([CH2:5][CH2:6][C@@H:7]3[C@@H:16]2[CH2:15][CH2:14][C@@:12]2([CH3:13])[C@H:8]3[CH2:9][CH2:10][C:11]2=[O:27])[CH2:3]1.[CH:28]1[C:37]2[C:32](=[CH:33][CH:34]=[CH:35][CH:36]=2)[CH:31]=[C:30]([C:38]([N:40]2[CH2:47][CH2:46][CH2:45][C@H:41]2[C:42](O)=[O:43])=[O:39])[N:29]=1.C1CN([P+](ON2N=NC3C=CC=CC2=3)(N2CCCC2)N2CCCC2)CC1.F[P-](F)(F)(F)(F)F.C1C=CC2N(O)N=NC=2C=1.CCN(C(C)C)C(C)C, predict the reaction product. The product is: [OH:1][C@@H:2]1[C@@H:19]([N:20]2[CH2:21][CH2:22][N:23]([C:42]([C@@H:41]3[CH2:45][CH2:46][CH2:47][N:40]3[C:38]([C:30]3[N:29]=[CH:28][C:37]4[C:32]([CH:31]=3)=[CH:33][CH:34]=[CH:35][CH:36]=4)=[O:39])=[O:43])[CH2:24][CH2:25]2)[CH2:18][C@@:17]2([CH3:26])[C@@H:4]([CH2:5][CH2:6][C@@H:7]3[C@@H:16]2[CH2:15][CH2:14][C@@:12]2([CH3:13])[C@H:8]3[CH2:9][CH2:10][C:11]2=[O:27])[CH2:3]1. (4) Given the reactants [NH:1]1[C:9]2[C:4](=[CH:5][CH:6]=[CH:7][CH:8]=2)[C:3]([CH2:10][C@H:11]([C:13]2[NH:14][CH:15]=[C:16]([C:18]3[CH:23]=[CH:22][CH:21]=[CH:20][CH:19]=3)[N:17]=2)[NH2:12])=[CH:2]1.Br[C:25]1[N:30]=[CH:29][CH:28]=[CH:27][N:26]=1, predict the reaction product. The product is: [NH:1]1[C:9]2[C:4](=[CH:5][CH:6]=[CH:7][CH:8]=2)[C:3]([CH2:10][C@@H:11]([NH:12][C:25]2[N:30]=[CH:29][CH:28]=[CH:27][N:26]=2)[C:13]2[NH:14][CH:15]=[C:16]([C:18]3[CH:23]=[CH:22][CH:21]=[CH:20][CH:19]=3)[N:17]=2)=[CH:2]1. (5) Given the reactants [Br:1][C:2]1[CH:7]=[C:6]([CH3:8])[CH:5]=[C:4]([Br:9])[C:3]=1[O:10][C:11]1[CH:16]=[CH:15][C:14]([N+:17]([O-:19])=[O:18])=[CH:13][CH:12]=1.[O-:20][Mn](=O)(=O)=O.[K+].[OH2:26], predict the reaction product. The product is: [Br:1][C:2]1[CH:7]=[C:6]([CH:5]=[C:4]([Br:9])[C:3]=1[O:10][C:11]1[CH:12]=[CH:13][C:14]([N+:17]([O-:19])=[O:18])=[CH:15][CH:16]=1)[C:8]([OH:20])=[O:26].